Dataset: NCI-60 drug combinations with 297,098 pairs across 59 cell lines. Task: Regression. Given two drug SMILES strings and cell line genomic features, predict the synergy score measuring deviation from expected non-interaction effect. (1) Drug 1: CC1=C(C=C(C=C1)NC2=NC=CC(=N2)N(C)C3=CC4=NN(C(=C4C=C3)C)C)S(=O)(=O)N.Cl. Drug 2: CC1=C(C=C(C=C1)NC(=O)C2=CC=C(C=C2)CN3CCN(CC3)C)NC4=NC=CC(=N4)C5=CN=CC=C5. Cell line: SF-539. Synergy scores: CSS=11.5, Synergy_ZIP=-7.00, Synergy_Bliss=-5.09, Synergy_Loewe=-0.770, Synergy_HSA=-0.282. (2) Cell line: MALME-3M. Synergy scores: CSS=31.1, Synergy_ZIP=2.80, Synergy_Bliss=2.83, Synergy_Loewe=-16.7, Synergy_HSA=1.62. Drug 2: CCC(=C(C1=CC=CC=C1)C2=CC=C(C=C2)OCCN(C)C)C3=CC=CC=C3.C(C(=O)O)C(CC(=O)O)(C(=O)O)O. Drug 1: CC1=C2C(C(=O)C3(C(CC4C(C3C(C(C2(C)C)(CC1OC(=O)C(C(C5=CC=CC=C5)NC(=O)OC(C)(C)C)O)O)OC(=O)C6=CC=CC=C6)(CO4)OC(=O)C)OC)C)OC. (3) Drug 1: CC1=C(C(=CC=C1)Cl)NC(=O)C2=CN=C(S2)NC3=CC(=NC(=N3)C)N4CCN(CC4)CCO. Drug 2: CCN(CC)CCCC(C)NC1=C2C=C(C=CC2=NC3=C1C=CC(=C3)Cl)OC. Cell line: SF-295. Synergy scores: CSS=7.73, Synergy_ZIP=-4.99, Synergy_Bliss=0.0974, Synergy_Loewe=-2.72, Synergy_HSA=-1.63. (4) Drug 1: C1CCC(C1)C(CC#N)N2C=C(C=N2)C3=C4C=CNC4=NC=N3. Drug 2: CNC(=O)C1=CC=CC=C1SC2=CC3=C(C=C2)C(=NN3)C=CC4=CC=CC=N4. Cell line: HT29. Synergy scores: CSS=-3.34, Synergy_ZIP=2.97, Synergy_Bliss=2.13, Synergy_Loewe=-5.39, Synergy_HSA=-3.32. (5) Drug 1: C1=NC2=C(N=C(N=C2N1C3C(C(C(O3)CO)O)O)F)N. Drug 2: CC(C)(C#N)C1=CC(=CC(=C1)CN2C=NC=N2)C(C)(C)C#N. Cell line: SNB-75. Synergy scores: CSS=0.385, Synergy_ZIP=-0.646, Synergy_Bliss=-0.631, Synergy_Loewe=-1.44, Synergy_HSA=-0.977. (6) Drug 1: C1=CN(C(=O)N=C1N)C2C(C(C(O2)CO)O)O.Cl. Drug 2: CS(=O)(=O)OCCCCOS(=O)(=O)C. Cell line: SN12C. Synergy scores: CSS=28.2, Synergy_ZIP=-10.0, Synergy_Bliss=-4.15, Synergy_Loewe=-12.3, Synergy_HSA=0.262.